Task: Predict the reactants needed to synthesize the given product.. Dataset: Full USPTO retrosynthesis dataset with 1.9M reactions from patents (1976-2016) (1) Given the product [Cl:1][C:2]1[CH:3]=[C:4]([C:8]2[CH:9]=[C:10]([C:20]([NH:35][CH2:34][C:28]3[CH:29]=[CH:30][C:31]([O:32][CH3:33])=[C:26]([O:25][CH3:24])[N:27]=3)=[O:22])[C:11]([C:14]3[CH:19]=[CH:18][CH:17]=[CH:16][N:15]=3)=[N:12][CH:13]=2)[CH:5]=[N:6][CH:7]=1, predict the reactants needed to synthesize it. The reactants are: [Cl:1][C:2]1[CH:3]=[C:4]([C:8]2[CH:9]=[C:10]([C:20]([O-:22])=O)[C:11]([C:14]3[CH:19]=[CH:18][CH:17]=[CH:16][N:15]=3)=[N:12][CH:13]=2)[CH:5]=[N:6][CH:7]=1.[Na+].[CH3:24][O:25][C:26]1[C:31]([O:32][CH3:33])=[CH:30][CH:29]=[C:28]([CH2:34][NH2:35])[N:27]=1.C(Cl)CCl.C1C=NC2N(O)N=NC=2C=1.C(N(C(C)C)CC)(C)C. (2) Given the product [CH2:1]([C@@:3]12[CH2:27][CH2:26][C@@:25]([C:29]([F:32])([F:31])[F:30])([OH:28])[CH2:24][C@H:4]1[CH2:5][CH2:6][CH2:7][C:8]1[C:9]2=[CH:10][C:11]2[CH:12]=[N:13][N:14]([C:17]3[CH:22]=[CH:21][C:20]([S:34][CH3:33])=[CH:19][CH:18]=3)[C:15]=2[CH:16]=1)[CH3:2], predict the reactants needed to synthesize it. The reactants are: [CH2:1]([C@@:3]12[CH2:27][CH2:26][C@@:25]([C:29]([F:32])([F:31])[F:30])([OH:28])[CH2:24][C@H:4]1[CH2:5][CH2:6][CH2:7][C:8]1[C:9]2=[CH:10][C:11]2[CH:12]=[N:13][N:14]([C:17]3[CH:22]=[CH:21][C:20](F)=[CH:19][CH:18]=3)[C:15]=2[CH:16]=1)[CH3:2].[CH3:33][S-:34].[Na+].